Dataset: Forward reaction prediction with 1.9M reactions from USPTO patents (1976-2016). Task: Predict the product of the given reaction. Given the reactants [O:1]=[C:2]1[CH:7]=[CH:6][N:5]2[N:8]=[CH:9][CH:10]=[C:4]2[N:3]1[CH2:11][C:12]([OH:14])=O.[Br:15][C:16]1[C:17]([C:22]2[NH:26][N:25]=[CH:24][N:23]=2)=[C:18]([NH2:21])[S:19][CH:20]=1, predict the reaction product. The product is: [Br:15][C:16]1[C:17]([C:22]2[NH:26][N:25]=[CH:24][N:23]=2)=[C:18]([NH:21][C:12](=[O:14])[CH2:11][N:3]2[C:2](=[O:1])[CH:7]=[CH:6][N:5]3[N:8]=[CH:9][CH:10]=[C:4]23)[S:19][CH:20]=1.